From a dataset of Forward reaction prediction with 1.9M reactions from USPTO patents (1976-2016). Predict the product of the given reaction. (1) Given the reactants [Cl:1][C:2]1[CH:3]=[C:4]([CH:26]=[CH:27][C:28]=1[O:29][CH3:30])[CH2:5][NH:6][C:7]1[C:12]([C:13]([NH:15][CH2:16][C:17]2[N:22]=[CH:21][CH:20]=[CH:19][N:18]=2)=[O:14])=[CH:11][N:10]=[C:9](S(C)=O)[N:8]=1.[CH3:31][N:32]1[CH2:35][C:34]2([CH2:38][NH:37][CH2:36]2)[CH2:33]1.C(N(CC)CC)C, predict the reaction product. The product is: [Cl:1][C:2]1[CH:3]=[C:4]([CH:26]=[CH:27][C:28]=1[O:29][CH3:30])[CH2:5][NH:6][C:7]1[C:12]([C:13]([NH:15][CH2:16][C:17]2[N:22]=[CH:21][CH:20]=[CH:19][N:18]=2)=[O:14])=[CH:11][N:10]=[C:9]([N:37]2[CH2:38][C:34]3([CH2:35][N:32]([CH3:31])[CH2:33]3)[CH2:36]2)[N:8]=1. (2) Given the reactants C(OC([N:11]1[CH2:15][C@@H:14]([OH:16])[C@@H:13]([C:17](=[O:40])[NH:18][C:19]2[CH:24]=[C:23]([C:25]3[CH:30]=[CH:29][CH:28]=[C:27]([NH:31][CH2:32][CH:33]4[CH2:38][CH2:37][O:36][CH2:35][CH2:34]4)[N:26]=3)[C:22]([Cl:39])=[CH:21][N:20]=2)[CH2:12]1)=O)C1C=CC=CC=1.[H][H], predict the reaction product. The product is: [Cl:39][C:22]1[C:23]([C:25]2[CH:30]=[CH:29][CH:28]=[C:27]([NH:31][CH2:32][CH:33]3[CH2:38][CH2:37][O:36][CH2:35][CH2:34]3)[N:26]=2)=[CH:24][C:19]([NH:18][C:17]([C@@H:13]2[C@H:14]([OH:16])[CH2:15][NH:11][CH2:12]2)=[O:40])=[N:20][CH:21]=1. (3) Given the reactants OC1C(C(=O)C)=CSC=1C1C=CC2CCCCC=2C=1.[O:20]1[C:24]2[CH:25]=[CH:26][C:27]([C:29]3[S:33][CH:32]=[C:31]([C:34](=[O:36])[CH3:35])[C:30]=3[O:37]C)=[CH:28][C:23]=2[CH2:22][CH2:21]1, predict the reaction product. The product is: [O:20]1[C:24]2[CH:25]=[CH:26][C:27]([C:29]3[S:33][CH:32]=[C:31]([C:34](=[O:36])[CH3:35])[C:30]=3[OH:37])=[CH:28][C:23]=2[CH2:22][CH2:21]1. (4) Given the reactants [CH2:1]([O:3][C:4](=[O:25])[CH2:5][N:6]1[CH2:9][C:8]2([CH2:13][CH2:12][CH2:11][N:10]2C(OCC2C=CC=CC=2)=O)[C:7]1=[O:24])[CH3:2], predict the reaction product. The product is: [O:24]=[C:7]1[C:8]2([CH2:13][CH2:12][CH2:11][NH:10]2)[CH2:9][N:6]1[CH2:5][C:4]([O:3][CH2:1][CH3:2])=[O:25]. (5) Given the reactants [Cl:1][C:2]1[CH:3]=[C:4]([CH2:8][N:9]2[C:13]([CH3:14])=[CH:12][C:11]([NH:15][C:16]([C:18]3[CH:19]=[C:20]4[C:25](=[CH:26][CH:27]=3)[CH2:24][N:23](C(OC(C)(C)C)=O)[CH2:22][CH2:21]4)=[O:17])=[N:10]2)[CH:5]=[CH:6][CH:7]=1.Cl.O1CCOCC1, predict the reaction product. The product is: [Cl:1][C:2]1[CH:3]=[C:4]([CH2:8][N:9]2[C:13]([CH3:14])=[CH:12][C:11]([NH:15][C:16]([C:18]3[CH:19]=[C:20]4[C:25](=[CH:26][CH:27]=3)[CH2:24][NH:23][CH2:22][CH2:21]4)=[O:17])=[N:10]2)[CH:5]=[CH:6][CH:7]=1.